Dataset: NCI-60 drug combinations with 297,098 pairs across 59 cell lines. Task: Regression. Given two drug SMILES strings and cell line genomic features, predict the synergy score measuring deviation from expected non-interaction effect. (1) Drug 1: CC1C(C(=O)NC(C(=O)N2CCCC2C(=O)N(CC(=O)N(C(C(=O)O1)C(C)C)C)C)C(C)C)NC(=O)C3=C4C(=C(C=C3)C)OC5=C(C(=O)C(=C(C5=N4)C(=O)NC6C(OC(=O)C(N(C(=O)CN(C(=O)C7CCCN7C(=O)C(NC6=O)C(C)C)C)C)C(C)C)C)N)C. Drug 2: CCC1(CC2CC(C3=C(CCN(C2)C1)C4=CC=CC=C4N3)(C5=C(C=C6C(=C5)C78CCN9C7C(C=CC9)(C(C(C8N6C)(C(=O)OC)O)OC(=O)C)CC)OC)C(=O)OC)O.OS(=O)(=O)O. Cell line: SF-539. Synergy scores: CSS=34.2, Synergy_ZIP=-7.53, Synergy_Bliss=-10.2, Synergy_Loewe=-11.2, Synergy_HSA=-6.83. (2) Drug 1: CS(=O)(=O)OCCCCOS(=O)(=O)C. Drug 2: COC1=C2C(=CC3=C1OC=C3)C=CC(=O)O2. Cell line: MOLT-4. Synergy scores: CSS=45.6, Synergy_ZIP=16.9, Synergy_Bliss=13.2, Synergy_Loewe=8.11, Synergy_HSA=10.5. (3) Drug 1: CC1OCC2C(O1)C(C(C(O2)OC3C4COC(=O)C4C(C5=CC6=C(C=C35)OCO6)C7=CC(=C(C(=C7)OC)O)OC)O)O. Drug 2: C1=NC2=C(N=C(N=C2N1C3C(C(C(O3)CO)O)F)Cl)N. Cell line: SNB-19. Synergy scores: CSS=40.1, Synergy_ZIP=-11.0, Synergy_Bliss=-10.9, Synergy_Loewe=-12.9, Synergy_HSA=-6.07. (4) Drug 1: C1CC(=O)NC(=O)C1N2C(=O)C3=CC=CC=C3C2=O. Drug 2: CN(C(=O)NC(C=O)C(C(C(CO)O)O)O)N=O. Synergy scores: CSS=-17.4, Synergy_ZIP=-6.06, Synergy_Bliss=-40.6, Synergy_Loewe=-48.0, Synergy_HSA=-55.9. Cell line: NCI-H460. (5) Drug 1: CC1=CC2C(CCC3(C2CCC3(C(=O)C)OC(=O)C)C)C4(C1=CC(=O)CC4)C. Drug 2: C1C(C(OC1N2C=NC(=NC2=O)N)CO)O. Cell line: HCT116. Synergy scores: CSS=32.9, Synergy_ZIP=2.70, Synergy_Bliss=2.34, Synergy_Loewe=-27.7, Synergy_HSA=4.03.